This data is from Merck oncology drug combination screen with 23,052 pairs across 39 cell lines. The task is: Regression. Given two drug SMILES strings and cell line genomic features, predict the synergy score measuring deviation from expected non-interaction effect. (1) Drug 1: CCC1(O)CC2CN(CCc3c([nH]c4ccccc34)C(C(=O)OC)(c3cc4c(cc3OC)N(C)C3C(O)(C(=O)OC)C(OC(C)=O)C5(CC)C=CCN6CCC43C65)C2)C1. Cell line: SKOV3. Synergy scores: synergy=-52.5. Drug 2: Cn1nnc2c(C(N)=O)ncn2c1=O. (2) Drug 1: C=CCn1c(=O)c2cnc(Nc3ccc(N4CCN(C)CC4)cc3)nc2n1-c1cccc(C(C)(C)O)n1. Drug 2: NC1(c2ccc(-c3nc4ccn5c(=O)[nH]nc5c4cc3-c3ccccc3)cc2)CCC1. Cell line: UWB1289. Synergy scores: synergy=94.9. (3) Drug 1: COc1cccc2c1C(=O)c1c(O)c3c(c(O)c1C2=O)CC(O)(C(=O)CO)CC3OC1CC(N)C(O)C(C)O1. Drug 2: N#Cc1ccc(Cn2cncc2CN2CCN(c3cccc(Cl)c3)C(=O)C2)cc1. Cell line: DLD1. Synergy scores: synergy=-11.1. (4) Drug 1: CN1C(=O)C=CC2(C)C3CCC4(C)C(NC(=O)OCC(F)(F)F)CCC4C3CCC12. Drug 2: N.N.O=C(O)C1(C(=O)O)CCC1.[Pt]. Cell line: NCIH520. Synergy scores: synergy=-15.5. (5) Drug 1: O=C(O)C1(Cc2cccc(Nc3nccs3)n2)CCC(Oc2cccc(Cl)c2F)CC1. Drug 2: CNC(=O)c1cc(Oc2ccc(NC(=O)Nc3ccc(Cl)c(C(F)(F)F)c3)cc2)ccn1. Cell line: HCT116. Synergy scores: synergy=12.4. (6) Drug 1: NC1(c2ccc(-c3nc4ccn5c(=O)[nH]nc5c4cc3-c3ccccc3)cc2)CCC1. Drug 2: Cc1nc(Nc2ncc(C(=O)Nc3c(C)cccc3Cl)s2)cc(N2CCN(CCO)CC2)n1. Cell line: SW837. Synergy scores: synergy=73.0. (7) Drug 1: COC1CC2CCC(C)C(O)(O2)C(=O)C(=O)N2CCCCC2C(=O)OC(C(C)CC2CCC(OP(C)(C)=O)C(OC)C2)CC(=O)C(C)C=C(C)C(O)C(OC)C(=O)C(C)CC(C)C=CC=CC=C1C. Drug 2: Cn1c(=O)n(-c2ccc(C(C)(C)C#N)cc2)c2c3cc(-c4cnc5ccccc5c4)ccc3ncc21. Cell line: A2780. Synergy scores: synergy=72.1.